This data is from Catalyst prediction with 721,799 reactions and 888 catalyst types from USPTO. The task is: Predict which catalyst facilitates the given reaction. (1) Reactant: [NH2:1][C:2]1[CH:3]=[C:4]([C:8]2[CH:13]=[CH:12][C:11]([C:14]([N:16]3[CH2:20][CH2:19][C@@:18]4([C:24]5[CH:25]=[CH:26][CH:27]=[CH:28][C:23]=5[C:22](=[O:29])[O:21]4)[CH2:17]3)=[O:15])=[C:10]([Cl:30])[CH:9]=2)[CH:5]=[CH:6][CH:7]=1.Br[CH2:32][CH2:33][CH2:34][C:35](Cl)=[O:36].[H-].[Na+]. The catalyst class is: 527. Product: [Cl:30][C:10]1[CH:9]=[C:8]([C:4]2[CH:5]=[CH:6][CH:7]=[C:2]([N:1]3[CH2:32][CH2:33][CH2:34][C:35]3=[O:36])[CH:3]=2)[CH:13]=[CH:12][C:11]=1[C:14]([N:16]1[CH2:20][CH2:19][C@@:18]2([C:24]3[CH:25]=[CH:26][CH:27]=[CH:28][C:23]=3[C:22](=[O:29])[O:21]2)[CH2:17]1)=[O:15]. (2) Reactant: [C:1]([OH:7])([C:3]([F:6])([F:5])[F:4])=[O:2].C(OC([N:15]1[CH2:19][CH2:18][CH2:17][C@H:16]1[C:20]1[NH:21][CH:22]=[C:23]([C:25]2[CH:26]=[C:27]3[C:32](=[CH:33][CH:34]=2)[CH:31]=[C:30]([C:35]2[CH:40]=[CH:39][C:38]([C:41]4[NH:45][C:44]([C@@H:46]5[CH2:50][CH2:49][CH2:48][N:47]5C(OC(C)(C)C)=O)=[N:43][CH:42]=4)=[CH:37][CH:36]=2)[CH:29]=[CH:28]3)[N:24]=1)=O)(C)(C)C. Product: [C:1]([OH:7])([C:3]([F:6])([F:5])[F:4])=[O:2].[NH:47]1[CH2:48][CH2:49][CH2:50][C@H:46]1[C:44]1[NH:45][C:41]([C:38]2[CH:39]=[CH:40][C:35]([C:30]3[CH:29]=[CH:28][C:27]4[C:32](=[CH:33][CH:34]=[C:25]([C:23]5[NH:24][C:20]([C@@H:16]6[CH2:17][CH2:18][CH2:19][NH:15]6)=[N:21][CH:22]=5)[CH:26]=4)[CH:31]=3)=[CH:36][CH:37]=2)=[CH:42][N:43]=1. The catalyst class is: 2. (3) Reactant: C(NC(C)C)(C)C.C([Li])CCC.CCCCCC.[Li+].CC([N-]C(C)C)C.[Br:27][C:28]1[S:29][CH:30]=[C:31]([Br:33])[N:32]=1.[C:34](=[O:36])=[O:35].[OH-].[Na+]. Product: [Br:27][C:28]1[S:29][C:30]([C:34]([OH:36])=[O:35])=[C:31]([Br:33])[N:32]=1. The catalyst class is: 20. (4) Reactant: [OH:1][CH2:2][C:3]1[CH:8]=[C:7]([N:9]2[CH2:14][CH2:13][O:12][CH2:11][C@@H:10]2[CH3:15])[N:6]=[C:5]([C:16]2[CH:21]=[CH:20][C:19]([NH:22][C:23](=[O:27])[N:24]([CH3:26])[CH3:25])=[CH:18][CH:17]=2)[N:4]=1.C(N(CC)CC)C.[CH3:35][S:36](Cl)(=[O:38])=[O:37]. Product: [CH3:25][N:24]([CH3:26])[C:23]([NH:22][C:19]1[CH:20]=[CH:21][C:16]([C:5]2[N:6]=[C:7]([N:9]3[CH2:14][CH2:13][O:12][CH2:11][C@@H:10]3[CH3:15])[CH:8]=[C:3]([CH2:2][O:1][S:36]([CH3:35])(=[O:38])=[O:37])[N:4]=2)=[CH:17][CH:18]=1)=[O:27]. The catalyst class is: 2. (5) Reactant: [CH:1]12[CH2:7][CH:4]([CH:5]=[CH:6]1)[CH:3]1[C:8]([O:10][C:11](=[O:12])[CH:2]21)=[O:9]. Product: [CH:1]12[CH2:7][CH:4]([CH2:5][CH2:6]1)[CH:3]1[C:8]([O:10][C:11](=[O:12])[CH:2]21)=[O:9]. The catalyst class is: 19. (6) Reactant: [F:1][C:2]1[CH:9]=[C:8]([O:10]C)[CH:7]=[CH:6][C:3]=1[CH:4]=[O:5].[Al+3].[Cl-].[Cl-].[Cl-]. Product: [F:1][C:2]1[CH:9]=[C:8]([OH:10])[CH:7]=[CH:6][C:3]=1[CH:4]=[O:5]. The catalyst class is: 2.